Dataset: Retrosynthesis with 50K atom-mapped reactions and 10 reaction types from USPTO. Task: Predict the reactants needed to synthesize the given product. (1) Given the product NC(=O)c1cccc(-c2cccnc2[C@H](Cc2cc(F)cc(F)c2)NC(=O)Cc2cccc(Cl)c2)c1, predict the reactants needed to synthesize it. The reactants are: NC(=O)c1cccc(-c2cccnc2[C@@H](N)Cc2cc(F)cc(F)c2)c1.O=C(O)Cc1cccc(Cl)c1. (2) The reactants are: CC(C)(C)OC(=O)OC(=O)OC(C)(C)C.CCNCCN1CCCc2cc(Br)ccc21. Given the product CCN(CCN1CCCc2cc(Br)ccc21)C(=O)OC(C)(C)C, predict the reactants needed to synthesize it.